From a dataset of Peptide-MHC class I binding affinity with 185,985 pairs from IEDB/IMGT. Regression. Given a peptide amino acid sequence and an MHC pseudo amino acid sequence, predict their binding affinity value. This is MHC class I binding data. (1) The peptide sequence is KFGYGAKDV. The MHC is Patr-A0901 with pseudo-sequence Patr-A0901. The binding affinity (normalized) is 0.296. (2) The peptide sequence is ALALLLLDR. The MHC is HLA-A31:01 with pseudo-sequence HLA-A31:01. The binding affinity (normalized) is 0.169. (3) The peptide sequence is QLKSRAAVL. The MHC is HLA-B27:05 with pseudo-sequence HLA-B27:05. The binding affinity (normalized) is 0.0847. (4) The peptide sequence is IRVGAATEI. The MHC is Mamu-B03 with pseudo-sequence Mamu-B03. The binding affinity (normalized) is 0.112. (5) The peptide sequence is IVTVTTKDY. The MHC is HLA-A33:01 with pseudo-sequence HLA-A33:01. The binding affinity (normalized) is 0.0923. (6) The peptide sequence is MPTDMLKLF. The MHC is HLA-B51:01 with pseudo-sequence HLA-B51:01. The binding affinity (normalized) is 0.307. (7) The peptide sequence is QSPGGLDKGL. The MHC is Mamu-A01 with pseudo-sequence Mamu-A01. The binding affinity (normalized) is 0.717. (8) The peptide sequence is KRVQEVKGY. The MHC is HLA-B27:05 with pseudo-sequence HLA-B27:05. The binding affinity (normalized) is 0.384.